From a dataset of Peptide-MHC class II binding affinity with 134,281 pairs from IEDB. Regression. Given a peptide amino acid sequence and an MHC pseudo amino acid sequence, predict their binding affinity value. This is MHC class II binding data. (1) The peptide sequence is KLQAAVMETDREN. The MHC is HLA-DQA10501-DQB10301 with pseudo-sequence HLA-DQA10501-DQB10301. The binding affinity (normalized) is 0.335. (2) The peptide sequence is ERFAVNPGLLETSEGCR. The MHC is HLA-DPA10103-DPB10401 with pseudo-sequence HLA-DPA10103-DPB10401. The binding affinity (normalized) is 0.209. (3) The peptide sequence is FVMGEETPLLTKFVS. The MHC is DRB1_0101 with pseudo-sequence DRB1_0101. The binding affinity (normalized) is 0.615. (4) The peptide sequence is EFPHSNGEIEDVQTD. The binding affinity (normalized) is 0. The MHC is DRB1_1101 with pseudo-sequence DRB1_1101.